Dataset: Full USPTO retrosynthesis dataset with 1.9M reactions from patents (1976-2016). Task: Predict the reactants needed to synthesize the given product. (1) Given the product [CH3:28][O:29][C:30](=[O:58])[CH2:31][C:32]1[C:33](=[O:57])[N:34]([CH2:55][CH3:56])[C:35]2[C:40]([CH:41]=1)=[CH:39][CH:38]=[C:37]([O:42][CH2:43][CH2:44][CH2:45][CH2:46][NH2:47])[CH:36]=2, predict the reactants needed to synthesize it. The reactants are: COC(=O)CC1CC2C(=CC(OCCNC(OC(C)(C)C)=O)=CC=2)NC1=O.[CH3:28][O:29][C:30](=[O:58])[CH2:31][C:32]1[C:33](=[O:57])[N:34]([CH2:55][CH3:56])[C:35]2[C:40]([CH:41]=1)=[CH:39][CH:38]=[C:37]([O:42][CH2:43][CH2:44][CH2:45][CH2:46][NH:47]C(OC(C)(C)C)=O)[CH:36]=2. (2) Given the product [ClH:14].[ClH:14].[CH3:1][N:2]([CH2:4][C:5]1[N:6]=[C:7]([NH2:10])[S:8][CH:9]=1)[CH3:3], predict the reactants needed to synthesize it. The reactants are: [CH3:1][N:2]([CH2:4][C:5]1[N:6]=[C:7]([NH:10]C(=O)C)[S:8][CH:9]=1)[CH3:3].[ClH:14].